This data is from Catalyst prediction with 721,799 reactions and 888 catalyst types from USPTO. The task is: Predict which catalyst facilitates the given reaction. (1) Reactant: [NH2:1][C:2]1[C:11]2[C:6](=[CH:7][C:8]([NH:12][C:13](=[O:15])[CH3:14])=[CH:9][CH:10]=2)[C:5](Cl)=[CH:4][N:3]=1.[CH3:17][N:18]1[CH:22]=[C:21]([C:23]2[CH:28]=[CH:27][C:26](B3OC(C)(C)C(C)(C)O3)=[CH:25][CH:24]=2)[CH:20]=[N:19]1.CC([O-])=O.[K+].CN(C)C=O. The catalyst class is: 6. Product: [NH2:1][C:2]1[C:11]2[C:6](=[CH:7][C:8]([NH:12][C:13](=[O:15])[CH3:14])=[CH:9][CH:10]=2)[C:5]([C:26]2[CH:25]=[CH:24][C:23]([C:21]3[CH:20]=[N:19][N:18]([CH3:17])[CH:22]=3)=[CH:28][CH:27]=2)=[CH:4][N:3]=1. (2) Reactant: [N:1]([C@@H:4]([CH:20]([C:25]1[CH:30]=[C:29]([F:31])[CH:28]=[C:27]([F:32])[CH:26]=1)[C:21]([F:24])([F:23])[F:22])[C:5]([N:7]1[C@@H:11]([CH2:12][C:13]2[CH:18]=[CH:17][CH:16]=[CH:15][CH:14]=2)[CH2:10][O:9][C:8]1=[O:19])=[O:6])=[N+]=[N-].C([Cl:37])(=O)CC. Product: [ClH:37].[NH2:1][C@@H:4]([CH:20]([C:25]1[CH:26]=[C:27]([F:32])[CH:28]=[C:29]([F:31])[CH:30]=1)[C:21]([F:24])([F:23])[F:22])[C:5]([N:7]1[C@@H:11]([CH2:12][C:13]2[CH:14]=[CH:15][CH:16]=[CH:17][CH:18]=2)[CH2:10][O:9][C:8]1=[O:19])=[O:6]. The catalyst class is: 43. (3) Reactant: [NH2:1][CH2:2][C@@H:3]1[CH2:7][CH2:6][N:5]([C:8]2[C:27]([C:28]3[CH:29]=[N:30][CH:31]=[N:32][CH:33]=3)=[CH:26][C:11]([C:12]([NH:14][C:15]3[CH:20]=[CH:19][C:18]([O:21][C:22]([Cl:25])([F:24])[F:23])=[CH:17][CH:16]=3)=[O:13])=[CH:10][N:9]=2)[CH2:4]1.[C:34](OC(=O)C)(=[O:36])[CH3:35].C([O-])([O-])=O.[Na+].[Na+]. Product: [C:34]([NH:1][CH2:2][C@H:3]1[CH2:7][CH2:6][N:5]([C:8]2[C:27]([C:28]3[CH:33]=[N:32][CH:31]=[N:30][CH:29]=3)=[CH:26][C:11]([C:12]([NH:14][C:15]3[CH:20]=[CH:19][C:18]([O:21][C:22]([Cl:25])([F:23])[F:24])=[CH:17][CH:16]=3)=[O:13])=[CH:10][N:9]=2)[CH2:4]1)(=[O:36])[CH3:35]. The catalyst class is: 12. (4) Reactant: [F:1][C:2]1[CH:31]=[CH:30][C:5]([C:6]([NH:8][C:9]2[S:10][CH:11]=[C:12]([C:14]([NH:16][CH:17]3[CH2:22][CH2:21][N:20](C(OC(C)(C)C)=O)[CH2:19][CH2:18]3)=[O:15])[N:13]=2)=[O:7])=[CH:4][CH:3]=1.[ClH:32]. Product: [ClH:32].[F:1][C:2]1[CH:31]=[CH:30][C:5]([C:6]([NH:8][C:9]2[S:10][CH:11]=[C:12]([C:14]([NH:16][CH:17]3[CH2:22][CH2:21][NH:20][CH2:19][CH2:18]3)=[O:15])[N:13]=2)=[O:7])=[CH:4][CH:3]=1. The catalyst class is: 71. (5) Reactant: [H-].[H-].[H-].[H-].[Li+].[Al+3].[CH2:7]([N:14]1[C:22](=O)[CH:21]2[CH:16]([CH2:17][NH:18][CH2:19][CH2:20]2)[C:15]1=O)[C:8]1[CH:13]=[CH:12][CH:11]=[CH:10][CH:9]=1. Product: [CH2:7]([N:14]1[CH2:22][CH:21]2[CH:16]([CH2:17][NH:18][CH2:19][CH2:20]2)[CH2:15]1)[C:8]1[CH:13]=[CH:12][CH:11]=[CH:10][CH:9]=1. The catalyst class is: 1. (6) Reactant: [Cl:1][C:2]1[CH:3]=[C:4]2[C:13](=[CH:14][CH:15]=1)[C:12]([NH:16][CH2:17][CH2:18][CH2:19][NH2:20])=[C:11]1[C:6]([CH2:7][CH2:8][CH2:9][CH2:10]1)=[N:5]2.[NH:21]1[C:30]2[CH2:29][CH2:28][CH2:27][C:26](=O)[C:25]=2[CH:24]=[CH:23][C:22]1=[O:32].C1C=CC=CC=1. Product: [Cl:1][C:2]1[CH:3]=[C:4]2[C:13](=[CH:14][CH:15]=1)[C:12]([NH:16][CH2:17][CH2:18][CH2:19][NH:20][CH:26]1[CH2:27][CH2:28][CH2:29][C:30]3[NH:21][C:22](=[O:32])[CH:23]=[CH:24][C:25]1=3)=[C:11]1[C:6]([CH2:7][CH2:8][CH2:9][CH2:10]1)=[N:5]2. The catalyst class is: 86. (7) Reactant: FC(F)(F)S(O[C:7]1[CH:20]=[C:19]2[C:10]([O:11][C:12]3[CH:13]=[CH:14][C:15]([NH:27][C:28]([C:30]4[CH:35]=[N:34][C:33]([O:36][CH3:37])=[CH:32][N:31]=4)=[O:29])=[CH:16][C:17]=3[C@:18]32[CH2:25][CH2:24][S:23][C:22]([NH2:26])=[N:21]3)=[C:9]([F:38])[CH:8]=1)(=O)=O.[O:41]1[CH2:46][CH:45]=[C:44](B2OC(C)(C)C(C)(C)O2)[CH2:43][CH2:42]1.C(=O)([O-])[O-].[K+].[K+]. Product: [NH2:26][C:22]1[S:23][CH2:24][CH2:25][C@:18]2([N:21]=1)[C:17]1[CH:16]=[C:15]([NH:27][C:28]([C:30]3[CH:35]=[N:34][C:33]([O:36][CH3:37])=[CH:32][N:31]=3)=[O:29])[CH:14]=[CH:13][C:12]=1[O:11][C:10]1[C:19]2=[CH:20][C:7]([C:44]2[CH2:45][CH2:46][O:41][CH2:42][CH:43]=2)=[CH:8][C:9]=1[F:38]. The catalyst class is: 294. (8) Reactant: [CH2:1]([O:3][CH:4]([O:8][CH2:9][CH3:10])[C:5]([NH2:7])=O)[CH3:2].CCN(CC)CC.O=P12OP3(OP(OP(O3)(O1)=O)(=O)O2)=O. Product: [CH2:1]([O:3][CH:4]([O:8][CH2:9][CH3:10])[C:5]#[N:7])[CH3:2]. The catalyst class is: 11. (9) Reactant: [H-].C([Al+]CC(C)C)C(C)C.[N:11]1[C:20]2[C:15](=[CH:16][C:17]([C:21]3([C:24]#N)[CH2:23][CH2:22]3)=[CH:18][CH:19]=2)[CH:14]=[CH:13][CH:12]=1.C([OH:29])(C)C. Product: [N:11]1[C:20]2[C:15](=[CH:16][C:17]([C:21]3([CH:24]=[O:29])[CH2:23][CH2:22]3)=[CH:18][CH:19]=2)[CH:14]=[CH:13][CH:12]=1. The catalyst class is: 133. (10) Reactant: [C:1](Cl)(=[O:4])[CH:2]=[CH2:3].[CH3:6][N:7]1[CH2:14][C@@H:13]2[C@@H:9]([N:10]([C:15]3[CH:20]=[C:19]([O:21][CH3:22])[C:18]([NH:23][C:24]4[N:29]=[C:28]([C:30]5[C:38]6[C:33](=[CH:34][CH:35]=[CH:36][CH:37]=6)[N:32]([CH3:39])[CH:31]=5)[CH:27]=[CH:26][N:25]=4)=[CH:17][C:16]=3[NH2:40])[CH2:11][CH2:12]2)[CH2:8]1. Product: [CH3:6][N:7]1[CH2:14][C@@H:13]2[C@@H:9]([N:10]([C:15]3[CH:20]=[C:19]([O:21][CH3:22])[C:18]([NH:23][C:24]4[N:29]=[C:28]([C:30]5[C:38]6[C:33](=[CH:34][CH:35]=[CH:36][CH:37]=6)[N:32]([CH3:39])[CH:31]=5)[CH:27]=[CH:26][N:25]=4)=[CH:17][C:16]=3[NH:40][C:1](=[O:4])[CH:2]=[CH2:3])[CH2:11][CH2:12]2)[CH2:8]1. The catalyst class is: 76.